Task: Regression. Given two drug SMILES strings and cell line genomic features, predict the synergy score measuring deviation from expected non-interaction effect.. Dataset: NCI-60 drug combinations with 297,098 pairs across 59 cell lines (1) Drug 1: CC1=C2C(C(=O)C3(C(CC4C(C3C(C(C2(C)C)(CC1OC(=O)C(C(C5=CC=CC=C5)NC(=O)OC(C)(C)C)O)O)OC(=O)C6=CC=CC=C6)(CO4)OC(=O)C)OC)C)OC. Drug 2: CC(C1=C(C=CC(=C1Cl)F)Cl)OC2=C(N=CC(=C2)C3=CN(N=C3)C4CCNCC4)N. Cell line: NCIH23. Synergy scores: CSS=61.6, Synergy_ZIP=7.72, Synergy_Bliss=8.36, Synergy_Loewe=-12.5, Synergy_HSA=11.4. (2) Drug 1: C1=C(C(=O)NC(=O)N1)F. Drug 2: C1=NC2=C(N1)C(=S)N=C(N2)N. Cell line: 786-0. Synergy scores: CSS=53.4, Synergy_ZIP=-5.02, Synergy_Bliss=-4.44, Synergy_Loewe=1.37, Synergy_HSA=2.91. (3) Drug 1: CC(C1=C(C=CC(=C1Cl)F)Cl)OC2=C(N=CC(=C2)C3=CN(N=C3)C4CCNCC4)N. Drug 2: CCC1=CC2CC(C3=C(CN(C2)C1)C4=CC=CC=C4N3)(C5=C(C=C6C(=C5)C78CCN9C7C(C=CC9)(C(C(C8N6C)(C(=O)OC)O)OC(=O)C)CC)OC)C(=O)OC.C(C(C(=O)O)O)(C(=O)O)O. Cell line: SK-MEL-5. Synergy scores: CSS=33.6, Synergy_ZIP=8.84, Synergy_Bliss=5.63, Synergy_Loewe=-21.6, Synergy_HSA=1.52. (4) Drug 1: C1=CN(C=N1)CC(O)(P(=O)(O)O)P(=O)(O)O. Drug 2: CC(C)CN1C=NC2=C1C3=CC=CC=C3N=C2N. Cell line: SN12C. Synergy scores: CSS=2.74, Synergy_ZIP=-1.34, Synergy_Bliss=-2.43, Synergy_Loewe=-1.85, Synergy_HSA=-1.16. (5) Drug 1: C1=CC(=CC=C1CCCC(=O)O)N(CCCl)CCCl. Drug 2: C#CCC(CC1=CN=C2C(=N1)C(=NC(=N2)N)N)C3=CC=C(C=C3)C(=O)NC(CCC(=O)O)C(=O)O. Cell line: TK-10. Synergy scores: CSS=6.40, Synergy_ZIP=-4.28, Synergy_Bliss=-5.48, Synergy_Loewe=-6.20, Synergy_HSA=-6.20. (6) Drug 1: CC1=C(C=C(C=C1)NC2=NC=CC(=N2)N(C)C3=CC4=NN(C(=C4C=C3)C)C)S(=O)(=O)N.Cl. Drug 2: CC1OCC2C(O1)C(C(C(O2)OC3C4COC(=O)C4C(C5=CC6=C(C=C35)OCO6)C7=CC(=C(C(=C7)OC)O)OC)O)O. Cell line: NCI/ADR-RES. Synergy scores: CSS=-3.04, Synergy_ZIP=0.810, Synergy_Bliss=-1.65, Synergy_Loewe=-2.04, Synergy_HSA=-3.41.